Dataset: Merck oncology drug combination screen with 23,052 pairs across 39 cell lines. Task: Regression. Given two drug SMILES strings and cell line genomic features, predict the synergy score measuring deviation from expected non-interaction effect. (1) Drug 1: CN(C)C(=N)N=C(N)N. Drug 2: O=C(O)C1(Cc2cccc(Nc3nccs3)n2)CCC(Oc2cccc(Cl)c2F)CC1. Cell line: CAOV3. Synergy scores: synergy=-10.5. (2) Drug 1: O=C(CCCCCCC(=O)Nc1ccccc1)NO. Drug 2: C#Cc1cccc(Nc2ncnc3cc(OCCOC)c(OCCOC)cc23)c1. Cell line: SKMEL30. Synergy scores: synergy=1.43. (3) Drug 1: Nc1ccn(C2OC(CO)C(O)C2(F)F)c(=O)n1. Drug 2: CC1(c2nc3c(C(N)=O)cccc3[nH]2)CCCN1. Cell line: OCUBM. Synergy scores: synergy=4.21.